Regression. Given a peptide amino acid sequence and an MHC pseudo amino acid sequence, predict their binding affinity value. This is MHC class I binding data. From a dataset of Peptide-MHC class I binding affinity with 185,985 pairs from IEDB/IMGT. (1) The peptide sequence is ILIKCYYMF. The MHC is HLA-A24:03 with pseudo-sequence HLA-A24:03. The binding affinity (normalized) is 0.669. (2) The peptide sequence is HLKRTILAL. The MHC is HLA-A11:01 with pseudo-sequence HLA-A11:01. The binding affinity (normalized) is 0.0847. (3) The peptide sequence is FAGLTADAR. The MHC is H-2-Db with pseudo-sequence H-2-Db. The binding affinity (normalized) is 0. (4) The peptide sequence is RFLYIIKLVF. The MHC is HLA-A29:02 with pseudo-sequence HLA-A29:02. The binding affinity (normalized) is 0.357. (5) The peptide sequence is SYMLQGLRK. The MHC is HLA-B46:01 with pseudo-sequence HLA-B46:01. The binding affinity (normalized) is 0.0847. (6) The peptide sequence is YAGTIKESL. The binding affinity (normalized) is 0.277. The MHC is HLA-A02:03 with pseudo-sequence HLA-A02:03. (7) The peptide sequence is ARIDARIDF. The MHC is HLA-B07:02 with pseudo-sequence HLA-B07:02. The binding affinity (normalized) is 0.0847.